This data is from Forward reaction prediction with 1.9M reactions from USPTO patents (1976-2016). The task is: Predict the product of the given reaction. (1) Given the reactants [F:1]/[C:2](=[C:5](/[C:7]1[CH:16]=[C:15]2[C:10]([C:11]([CH3:21])([CH3:20])[CH2:12][CH:13]=[C:14]2[CH:17]([CH3:19])[CH3:18])=[CH:9][C:8]=1[O:22][CH2:23][CH2:24][CH3:25])\[CH3:6])/[CH2:3][OH:4].C[N+]1([O-])CCOCC1.ClCCl, predict the reaction product. The product is: [F:1]/[C:2](=[C:5](/[C:7]1[CH:16]=[C:15]2[C:10]([C:11]([CH3:21])([CH3:20])[CH2:12][CH:13]=[C:14]2[CH:17]([CH3:19])[CH3:18])=[CH:9][C:8]=1[O:22][CH2:23][CH2:24][CH3:25])\[CH3:6])/[CH:3]=[O:4]. (2) Given the reactants [Br:1][C:2]1[CH:3]=[C:4]([CH:8]=[O:9])[CH:5]=[N:6][CH:7]=1.C[Si](C)(C)[C:12]([F:15])([F:14])[F:13].CCCC[N+](CCCC)(CCCC)CCCC.[F-], predict the reaction product. The product is: [Br:1][C:2]1[CH:3]=[C:4]([CH:8]([OH:9])[C:12]([F:15])([F:14])[F:13])[CH:5]=[N:6][CH:7]=1. (3) The product is: [F:1][C:2]1[C:10]([C:11]([F:14])([F:13])[F:12])=[CH:9][CH:8]=[CH:7][C:3]=1[C:4]([Cl:15])=[O:5]. Given the reactants [F:1][C:2]1[C:10]([C:11]([F:14])([F:13])[F:12])=[CH:9][CH:8]=[CH:7][C:3]=1[C:4](O)=[O:5].[Cl:15]C1C(C(F)(F)F)=CC=CC=1C(O)=O, predict the reaction product. (4) Given the reactants [N+:1]([C:4]1[CH:9]=[C:8]([N+:10]([O-:12])=[O:11])[CH:7]=[CH:6][C:5]=1[CH2:13][C:14]([OH:16])=[O:15])([O-:3])=[O:2].[CH2:17](O)[CH2:18][CH2:19][CH2:20][CH2:21][CH3:22].C(N=C=NC(C)C)(C)C, predict the reaction product. The product is: [N+:1]([C:4]1[CH:9]=[C:8]([N+:10]([O-:12])=[O:11])[CH:7]=[CH:6][C:5]=1[CH2:13][C:14]([O:16][CH2:17][CH2:18][CH2:19][CH2:20][CH2:21][CH3:22])=[O:15])([O-:3])=[O:2]. (5) Given the reactants Cl[C:2]1[N:3]=[C:4](Cl)[C:5]2[C:10]([Cl:11])=[CH:9][NH:8][C:6]=2[N:7]=1.[C:13]1([CH:19]([OH:21])[CH3:20])[CH:18]=[CH:17][CH:16]=[CH:15][CH:14]=1.[CH3:22][N:23]1[CH:27]=[C:26]([NH2:28])[CH:25]=[N:24]1, predict the reaction product. The product is: [Cl:11][C:10]1[C:5]2[C:4]([O:21][CH:19]([C:13]3[CH:18]=[CH:17][CH:16]=[CH:15][CH:14]=3)[CH3:20])=[N:3][C:2]([NH:28][C:26]3[CH:25]=[N:24][N:23]([CH3:22])[CH:27]=3)=[N:7][C:6]=2[NH:8][CH:9]=1. (6) Given the reactants [CH3:1][C:2]1[C:3]([CH2:14][S@:15]([C:17]2[NH:18][C:19]3[CH:25]=[CH:24][CH:23]=[CH:22][C:20]=3[N:21]=2)=[O:16])=[N:4][CH:5]=[CH:6][C:7]=1[O:8][CH2:9][C:10]([F:13])([F:12])[F:11].[C:26](=[O:35])([O:31][CH:32]([CH3:34])[CH3:33])[O:27][CH:28](I)[CH3:29].C(=O)([O-])[O-].[Cs+].[Cs+], predict the reaction product. The product is: [C:26](=[O:35])([O:27][CH:28]([N:21]1[C:20]2[CH:22]=[CH:23][CH:24]=[CH:25][C:19]=2[N:18]=[C:17]1[S@@:15]([CH2:14][C:3]1[C:2]([CH3:1])=[C:7]([O:8][CH2:9][C:10]([F:13])([F:11])[F:12])[CH:6]=[CH:5][N:4]=1)=[O:16])[CH3:29])[O:31][CH:32]([CH3:34])[CH3:33]. (7) Given the reactants [OH:1][C:2]1[CH:7]=[CH:6][C:5]([CH2:8][CH2:9][C:10]([O:12][CH2:13][CH3:14])=[O:11])=[C:4]([CH3:15])[C:3]=1[CH3:16].[F:17][C:18]1[C:22]2[CH:23]=[C:24]([F:29])[CH:25]=[C:26]([CH2:27]O)[C:21]=2[O:20][C:19]=1[CH3:30].C1(P(C2C=CC=CC=2)C2C=CC=CC=2)C=CC=CC=1.N(C(OCC)=O)=NC(OCC)=O, predict the reaction product. The product is: [F:17][C:18]1[C:22]2[CH:23]=[C:24]([F:29])[CH:25]=[C:26]([CH2:27][O:1][C:2]3[CH:7]=[CH:6][C:5]([CH2:8][CH2:9][C:10]([O:12][CH2:13][CH3:14])=[O:11])=[C:4]([CH3:15])[C:3]=3[CH3:16])[C:21]=2[O:20][C:19]=1[CH3:30]. (8) Given the reactants Cl[CH2:2][CH2:3][CH2:4][N:5]1[C:13]2[C:8](=[CH:9][CH:10]=[C:11]([C:14]3[CH:18]=[CH:17][S:16][CH:15]=3)[CH:12]=2)[CH:7]=[N:6]1.[I-].[K+].C(=O)([O-])[O-].[K+].[K+].[CH3:27][NH:28][CH3:29], predict the reaction product. The product is: [CH3:27][N:28]([CH2:2][CH2:3][CH2:4][N:5]1[C:13]2[C:8](=[CH:9][CH:10]=[C:11]([C:14]3[CH:18]=[CH:17][S:16][CH:15]=3)[CH:12]=2)[CH:7]=[N:6]1)[CH3:29]. (9) Given the reactants Br[CH2:2][C:3]([CH:5]1[CH2:7][CH2:6]1)=O.[CH2:8]([O:10][C:11](=[O:15])[C:12]([NH2:14])=[S:13])[CH3:9], predict the reaction product. The product is: [CH2:8]([O:10][C:11]([C:12]1[S:13][CH:2]=[C:3]([CH:5]2[CH2:7][CH2:6]2)[N:14]=1)=[O:15])[CH3:9]. (10) The product is: [Br:13][C:14]1[CH:15]=[CH:16][C:17]([F:22])=[C:18]([CH:19]([C:2]2[CH:3]=[N:4][CH:5]=[CH:6][CH:7]=2)[OH:20])[CH:21]=1. Given the reactants Br[C:2]1[CH:3]=[N:4][CH:5]=[CH:6][CH:7]=1.C([Mg]Cl)(C)C.[Br:13][C:14]1[CH:15]=[CH:16][C:17]([F:22])=[C:18]([CH:21]=1)[CH:19]=[O:20], predict the reaction product.